This data is from Experimentally validated miRNA-target interactions with 360,000+ pairs, plus equal number of negative samples. The task is: Binary Classification. Given a miRNA mature sequence and a target amino acid sequence, predict their likelihood of interaction. (1) The miRNA is rno-miR-30b-5p with sequence UGUAAACAUCCUACACUCAGCU. The protein sequence of the target gene is MEPTAPSLTEEDLTEVKKDALENLRVYLCEKIIAERHFDHLRAKKILSREDTEEISCRTSSRKRAGKLLDYLQENPKGLDTLVESIRREKTQNFLIQKITDEVLKLRNIKLEHLKGLKCSSCEPFPDGATNNLSRSNSDESNFSEKLRASTVMYHPEGESSTTPFFSTNSSLNLPVLEVGRTENTIFSSTTLPRPGDPGAPPLPPDLQLEEEGTCANSSEMFLPLRSRTVSRQ. Result: 0 (no interaction). (2) The miRNA is hsa-miR-1271-5p with sequence CUUGGCACCUAGCAAGCACUCA. The protein sequence of the target gene is MSSYFVNSFCGRYPNGPDYQLHNYGDHSSVSEQFRDSASMHSGRYGYGYNGMDLSVGRSGSGHFGSGERARSYAASASAAPAEPRYSQPATSTHSPQPDPLPCSAVAPSPGSDSHHGGKNSLSNSSGASADAGSTHISSREGVGTASGAEEDAPASSEQASAQSEPSPAPPAQPQIYPWMRKLHISHDNIGGPEGKRARTAYTRYQTLELEKEFHFNRYLTRRRRIEIAHALCLSERQIKIWFQNRRMKWKKDNKLKSMSMAAAGGAFRP. Result: 1 (interaction). (3) The miRNA is hsa-miR-7112-3p with sequence UGCAUCACAGCCUUUGGCCCUAG. The protein sequence of the target gene is MDHTASQNAQDLIGIPHLGVSGSSTKWHSELSPTEGPHSAGSSTPGFLSPMAELSHPSPPPPALGSLLQLPDGSPSWSMLEVASGPASTQQIKAGVPGRVHNGVSLPTFKNTETATHEAEPPLFQTAESGAIEMTSRKLASATANDSANPLHLSAAPENSRGPALSAEHTSSLVPSLHITTLGQEQAILSGAVPASPSTGTADFPSILTFLQPTENHASPSPVPEMPTLPAEGSDGSPPATRDLLLSSKVPNLLSTSWTFPRWKKDSVTAILGKNEEANVTIPLQAFPRKEVLSLHTVNG.... Result: 1 (interaction). (4) The miRNA is mmu-miR-124-3p with sequence UAAGGCACGCGGUGAAUGCC. The protein sequence of the target gene is MEEVIWEQYTVTLQKDSKRGFGIAVSGGRDNPHFENGETSIVISDVLPGGPADGLLQENDRVVMVNGTPMEDVLHSFAVQQLRKSGKIAAIVVKRPRKVQVAPLQGSPPLSHDDRGFEVIEEFDGRSFRSGYSERSRHSSHDMLSHSWEGNRERGRPHQRTQSRERERSRGRSLERGLDQEDYGRSRERSRGRSLERGLDRDFVSRDHSRGRSIDRDYDRDYERSYHEAYEPDYGGGYSPSYDRRAHPETRYERSRSREHLRSRSPSPESRSRHEHKGQHDPDRPIGVLLTKSKANEEYG.... Result: 1 (interaction). (5) The miRNA is hsa-miR-922 with sequence GCAGCAGAGAAUAGGACUACGUC. The protein sequence of the target gene is MLTRKIKLWDINAHITCRLCSGYLIDATTVTECLHTFCRSCLVKYLEENNTCPTCRIVIHQSHPLQYIGHDRTMQDIVYKLVPGLQEAEMRKQREFYHKLGMEVPGDIKGETCSAKQHLDSHRNGETKADDSSNKEAAEEKPEEDNDYHRSDEQVSICLECNSSKLRGLKRKWIRCSAQATVLHLKKFIAKKLNLSSFNELDILCNEEILGKDHTLKFVVVTRWRFKKAPLLLHYRPKMDLL. Result: 1 (interaction).